From a dataset of Catalyst prediction with 721,799 reactions and 888 catalyst types from USPTO. Predict which catalyst facilitates the given reaction. (1) Reactant: [Br:1][C:2]1[CH:3]=[C:4]([CH2:7][NH:8][C:9]([C:12]2[C:16]([NH:17][CH2:18][CH2:19][O:20][CH3:21])=[N:15][O:14][N:13]=2)=[N:10][OH:11])[O:5][CH:6]=1.[C:22](N1C=CN=C1)(N1C=CN=C1)=[O:23]. Product: [Br:1][C:2]1[CH:3]=[C:4]([CH2:7][N:8]2[C:22](=[O:23])[O:11][N:10]=[C:9]2[C:12]2[C:16]([NH:17][CH2:18][CH2:19][O:20][CH3:21])=[N:15][O:14][N:13]=2)[O:5][CH:6]=1. The catalyst class is: 13. (2) The catalyst class is: 124. Product: [C:1]([C:3]1[CH:4]=[CH:5][C:6]2[O:10][CH2:9][CH:8]([C:35]3[CH:36]=[C:28]([C:22]4[CH:27]=[CH:26][CH:25]=[CH:24][CH:23]=4)[CH:29]=[CH:30][C:31]=3[C:32]([NH2:17])=[O:33])[C:7]=2[CH:14]=1)#[N:2]. Reactant: [C:1]([C:3]1[CH:4]=[CH:5][C:6]2[O:10][CH2:9][CH:8](CCN)[C:7]=2[CH:14]=1)#[N:2].CC[N:17](CC)CC.[C:22]1([C:28]2[CH:36]=[CH:35][C:31]([C:32](Cl)=[O:33])=[CH:30][CH:29]=2)[CH:27]=[CH:26][CH:25]=[CH:24][CH:23]=1.